Task: Predict which catalyst facilitates the given reaction.. Dataset: Catalyst prediction with 721,799 reactions and 888 catalyst types from USPTO (1) Reactant: [CH3:1][CH:2]([CH3:30])[C@H:3]([NH:20][C:21]1[N:29]=[CH:28][N:27]=[C:26]2[C:22]=1[N:23]=[CH:24][NH:25]2)[C:4]([NH:6][C:7]1[C:8]([NH:13][C:14]2[CH:19]=[CH:18][CH:17]=[CH:16][CH:15]=2)=[N:9][CH:10]=[CH:11][CH:12]=1)=O. Product: [CH3:1][CH:2]([CH3:30])[CH:3]([NH:20][C:21]1[N:29]=[CH:28][N:27]=[C:26]2[C:22]=1[N:23]=[CH:24][NH:25]2)[C:4]1[N:13]([C:14]2[CH:19]=[CH:18][CH:17]=[CH:16][CH:15]=2)[C:8]2=[N:9][CH:10]=[CH:11][CH:12]=[C:7]2[N:6]=1. The catalyst class is: 52. (2) Reactant: C([O-])([O-])=O.[K+].[K+].[Br:7][C:8]1[C:9](Cl)=[N:10][C:11]([Cl:14])=[N:12][CH:13]=1.[F:16][C:17]([F:24])([F:23])[C:18]1[CH:22]=[CH:21][NH:20][N:19]=1. Product: [Br:7][C:8]1[C:9]([N:20]2[CH:21]=[CH:22][C:18]([C:17]([F:24])([F:23])[F:16])=[N:19]2)=[N:10][C:11]([Cl:14])=[N:12][CH:13]=1. The catalyst class is: 10. (3) Reactant: [F:1][C:2]([F:15])([F:14])[S:3]([O:6]S(C(F)(F)F)(=O)=O)(=[O:5])=[O:4].[CH:16]([C:18]1[CH:25]=[CH:24][C:21]([C:22]#[N:23])=[CH:20][C:19]=1O)=[O:17].C(N(CC)C(C)C)(C)C. Product: [F:1][C:2]([F:15])([F:14])[S:3]([O:6][C:25]1[CH:24]=[C:21]([C:22]#[N:23])[CH:20]=[CH:19][C:18]=1[CH:16]=[O:17])(=[O:5])=[O:4]. The catalyst class is: 4. (4) Reactant: [Br:1][C:2]1[CH:7]=[CH:6][C:5]([N+:8]([O-:10])=[O:9])=[C:4](F)[CH:3]=1.C(N(C(C)C)CC)(C)C.[CH2:21]([NH2:24])[CH2:22][CH3:23].O. Product: [Br:1][C:2]1[CH:7]=[CH:6][C:5]([N+:8]([O-:10])=[O:9])=[C:4]([NH:24][CH2:21][CH2:22][CH3:23])[CH:3]=1. The catalyst class is: 37. (5) Reactant: [OH:1][CH2:2][C:3]1[CH:4]=[C:5]([S:9]([NH:12][C:13]2[CH:18]=[CH:17][CH:16]=[CH:15][CH:14]=2)(=[O:11])=[O:10])[CH:6]=[CH:7][CH:8]=1. Product: [CH:2]([C:3]1[CH:4]=[C:5]([S:9]([NH:12][C:13]2[CH:18]=[CH:17][CH:16]=[CH:15][CH:14]=2)(=[O:11])=[O:10])[CH:6]=[CH:7][CH:8]=1)=[O:1]. The catalyst class is: 177. (6) Reactant: [CH3:1][O:2][C:3]1[C:4]([CH2:14]OC)=[C:5](B(O)O)[CH:6]=[CH:7][C:8]=1[O:9][CH3:10].[C:17](=[O:20])([O-])[O-].[Cs+].[Cs+].BrC1[CH:25]=[C:26]2[C:30](=[CH:31][CH:32]=1)[C:29](=[O:33])[NH:28][CH2:27]2.CN(C)[CH:36]=[O:37]. Product: [CH3:10][O:9][C:8]1[C:3]([O:2][CH2:1][O:20][CH3:17])=[C:4]([C:14]2[CH:25]=[C:26]3[C:30](=[CH:31][CH:32]=2)[C:29](=[O:33])[NH:28][CH2:27]3)[CH:5]=[CH:6][C:7]=1[O:37][CH3:36]. The catalyst class is: 73. (7) The catalyst class is: 3. Reactant: Cl[C:2]1[CH:7]=[CH:6][C:5]([NH:8][C:9]([NH:11][C:12]2[CH:17]=[CH:16][CH:15]=[C:14]([C:18]3[CH:23]=[CH:22][CH:21]=[C:20]([N:24]4[CH2:28][CH2:27][CH2:26][CH2:25]4)[N:19]=3)[CH:13]=2)=[O:10])=[CH:4][CH:3]=1.N[C:30]1C=CC=C(C)C=1.CCN(C(C)C)C(C)C. Product: [N:24]1([C:20]2[N:19]=[C:18]([C:14]3[CH:13]=[C:12]([NH:11][C:9]([NH:8][C:5]4[CH:4]=[C:3]([CH3:30])[CH:2]=[CH:7][CH:6]=4)=[O:10])[CH:17]=[CH:16][CH:15]=3)[CH:23]=[CH:22][CH:21]=2)[CH2:28][CH2:27][CH2:26][CH2:25]1. (8) The catalyst class is: 2. Reactant: [Br:1][C:2]1[S:6][CH:5]=[C:4]([C:7]([OH:9])=O)[CH:3]=1.[NH2:10][CH:11]([C:21]1[CH:26]=[CH:25][CH:24]=[CH:23][CH:22]=1)[CH2:12][NH:13][C:14](=[O:20])[O:15][C:16]([CH3:19])([CH3:18])[CH3:17].C(N(C(C)C)CC)(C)C.C1CN([P+](Br)(N2CCCC2)N2CCCC2)CC1.F[P-](F)(F)(F)(F)F. Product: [Br:1][C:2]1[S:6][CH:5]=[C:4]([C:7]([NH:10][CH:11]([C:21]2[CH:26]=[CH:25][CH:24]=[CH:23][CH:22]=2)[CH2:12][NH:13][C:14](=[O:20])[O:15][C:16]([CH3:19])([CH3:17])[CH3:18])=[O:9])[CH:3]=1. (9) Reactant: Br[C:2]1[CH:7]=[CH:6][C:5]([NH:8][C:9](=[O:27])[CH2:10][O:11][C:12]2[C:13]([CH3:26])([CH2:18][CH2:19][CH2:20][CH2:21][CH2:22][CH2:23][CH2:24][CH3:25])[S:14][C:15](=[O:17])[CH:16]=2)=[CH:4][CH:3]=1.[C:28]1(B(O)O)[CH:33]=[CH:32][CH:31]=[CH:30][CH:29]=1.C([O-])([O-])=O.[Cs+].[Cs+]. Product: [C:2]1([C:28]2[CH:33]=[CH:32][CH:31]=[CH:30][CH:29]=2)[CH:7]=[CH:6][C:5]([NH:8][C:9](=[O:27])[CH2:10][O:11][C:12]2[C:13]([CH3:26])([CH2:18][CH2:19][CH2:20][CH2:21][CH2:22][CH2:23][CH2:24][CH3:25])[S:14][C:15](=[O:17])[CH:16]=2)=[CH:4][CH:3]=1. The catalyst class is: 73.